From a dataset of Reaction yield outcomes from USPTO patents with 853,638 reactions. Predict the reaction yield, written as a fraction of the theoretical maximum amount of product (1.0 means a 100% yield; for example, 0.34 means a 34% yield). (1) The reactants are CCN(C(C)C)C(C)C.[Cl:10][C:11]1[C:19]([F:20])=[CH:18][C:14]([C:15]([OH:17])=O)=[C:13]([F:21])[CH:12]=1.C1C=CC2N(O)N=NC=2C=1.CCN=C=NCCCN(C)C.Cl.[O:44]=[C:45]([N:62]1[CH2:67][CH2:66][NH:65][CH2:64][CH2:63]1)[CH2:46][NH:47][C:48]([C:50]1[CH:55]=[CH:54][C:53]([C:56]2[CH:61]=[CH:60][CH:59]=[CH:58][CH:57]=2)=[CH:52][CH:51]=1)=[O:49]. The catalyst is CN(C=O)C.O. The product is [Cl:10][C:11]1[C:19]([F:20])=[CH:18][C:14]([C:15]([N:65]2[CH2:64][CH2:63][N:62]([C:45](=[O:44])[CH2:46][NH:47][C:48]([C:50]3[CH:55]=[CH:54][C:53]([C:56]4[CH:61]=[CH:60][CH:59]=[CH:58][CH:57]=4)=[CH:52][CH:51]=3)=[O:49])[CH2:67][CH2:66]2)=[O:17])=[C:13]([F:21])[CH:12]=1. The yield is 0.507. (2) The product is [NH:10]1[CH:14]=[C:13]([C:15]2[C:16]3[CH:23]=[CH:22][N:21]([CH2:24][O:25][CH2:26][CH2:27][Si:28]([CH3:31])([CH3:30])[CH3:29])[C:17]=3[N:18]=[CH:19][N:20]=2)[CH:12]=[N:11]1. The yield is 0.821. The catalyst is O1CCCC1. The reactants are C(S(N1CC(CC#N)([N:10]2[CH:14]=[C:13]([C:15]3[C:16]4[CH:23]=[CH:22][N:21]([CH2:24][O:25][CH2:26][CH2:27][Si:28]([CH3:31])([CH3:30])[CH3:29])[C:17]=4[N:18]=[CH:19][N:20]=3)[CH:12]=[N:11]2)C1)(=O)=O)C.O.Cl.[OH-].[Na+].